From a dataset of PAMPA (Parallel Artificial Membrane Permeability Assay) permeability data from NCATS. Regression/Classification. Given a drug SMILES string, predict its absorption, distribution, metabolism, or excretion properties. Task type varies by dataset: regression for continuous measurements (e.g., permeability, clearance, half-life) or binary classification for categorical outcomes (e.g., BBB penetration, CYP inhibition). Dataset: pampa_ncats. (1) The molecule is COC1=NC=C(C=C1)C2=NN3C(=NC=C3NC4=C(N=CC=C4)OC)C=C2. The result is 1 (high permeability). (2) The compound is C=CCC1=C(C(=CC=C1)CNC2=CC=C(C=C2)S(=O)(=O)NC3=NC=CS3)O. The result is 1 (high permeability). (3) The compound is CC(=O)NC[C@H]1COCC2=NC3=C(N12)C=CC(=C3)C(=O)OC. The result is 0 (low-to-moderate permeability). (4) The molecule is CC1=CC=C(C=C1)NC(=O)N2CCN(CC2)C3=C4C(=NC(=N3)N)SC(=N4)C5=CN=CC=C5. The result is 1 (high permeability).